Dataset: Peptide-MHC class I binding affinity with 185,985 pairs from IEDB/IMGT. Task: Regression. Given a peptide amino acid sequence and an MHC pseudo amino acid sequence, predict their binding affinity value. This is MHC class I binding data. (1) The peptide sequence is FIASAPQQL. The MHC is HLA-A02:02 with pseudo-sequence HLA-A02:02. The binding affinity (normalized) is 0.938. (2) The peptide sequence is YLQSKGKDI. The MHC is HLA-B08:01 with pseudo-sequence HLA-B08:01. The binding affinity (normalized) is 0.285. (3) The peptide sequence is EFKSRFFVM. The MHC is HLA-A02:11 with pseudo-sequence HLA-A02:11. The binding affinity (normalized) is 0.0847. (4) The peptide sequence is NFHQKKNEI. The MHC is HLA-A24:02 with pseudo-sequence HLA-A24:02. The binding affinity (normalized) is 0.169.